Dataset: Peptide-MHC class I binding affinity with 185,985 pairs from IEDB/IMGT. Task: Regression. Given a peptide amino acid sequence and an MHC pseudo amino acid sequence, predict their binding affinity value. This is MHC class I binding data. (1) The peptide sequence is ALDCQIYGA. The MHC is HLA-A02:01 with pseudo-sequence HLA-A02:01. The binding affinity (normalized) is 0.541. (2) The peptide sequence is VSLFPLCLS. The MHC is HLA-A01:01 with pseudo-sequence HLA-A01:01. The binding affinity (normalized) is 0.